Dataset: Cav3 T-type calcium channel HTS with 100,875 compounds. Task: Binary Classification. Given a drug SMILES string, predict its activity (active/inactive) in a high-throughput screening assay against a specified biological target. (1) The compound is FC(F)(F)c1[nH]c2c(n1)ccc(c2)C(OC)=O. The result is 0 (inactive). (2) The molecule is s1c(NC(=O)COc2cc3c(cc2)cccc3)nnc1SCC=C. The result is 0 (inactive). (3) The molecule is S(CC(=O)Nc1c(N2CCCCCC2)cccc1)c1oc2c(n1)cccc2. The result is 1 (active). (4) The molecule is o1c(c2c(cccc2)C)cc(=O)c2c1cccc2O. The result is 0 (inactive). (5) The compound is FC(F)(F)C(=O)N(C(C(=O)NC1CCCCC1)c1ccncc1)C(CC)C. The result is 0 (inactive). (6) The compound is O1C(CCC1)CNC(=O)c1n(c2nc3n(c(=O)c2c1)cc(cc3)C)C. The result is 0 (inactive).